Dataset: Full USPTO retrosynthesis dataset with 1.9M reactions from patents (1976-2016). Task: Predict the reactants needed to synthesize the given product. (1) Given the product [Br:1][C:18]1[N:19]([CH:22]2[CH2:27][CH2:26][CH2:25][CH2:24][O:23]2)[C:20]2[C:16]([N:17]=1)=[C:15]([NH2:28])[N:14]=[C:13]([O:12][CH:10]([CH3:9])[CH3:11])[N:21]=2, predict the reactants needed to synthesize it. The reactants are: [Br:1]N1C(=O)CCC1=O.[CH3:9][CH:10]([O:12][C:13]1[N:21]=[C:20]2[C:16]([N:17]=[CH:18][N:19]2[CH:22]2[CH2:27][CH2:26][CH2:25][CH2:24][O:23]2)=[C:15]([NH2:28])[N:14]=1)[CH3:11]. (2) Given the product [NH:16]1[C:17]2[C:13](=[CH:12][C:11]([C:10]3[C:3]4[C:4](=[N:5][CH:6]=[N:7][C:2]=4[NH2:1])[N:8]([CH:27]([CH3:29])[CH3:28])[N:9]=3)=[CH:19][CH:18]=2)[CH:14]=[CH:15]1, predict the reactants needed to synthesize it. The reactants are: [NH2:1][C:2]1[N:7]=[CH:6][N:5]=[C:4]2[N:8]([CH:27]([CH3:29])[CH3:28])[N:9]=[C:10]([C:11]3[CH:12]=[C:13]4[C:17](=[CH:18][CH:19]=3)[N:16](C(OC(C)(C)C)=O)[CH:15]=[CH:14]4)[C:3]=12.C(O)(C(F)(F)F)=O. (3) Given the product [CH2:23]([O:25][C:26](=[O:39])[C:27]([O:30][C:31]1[CH:36]=[CH:35][C:34]([O:37][CH2:2][C:3]2[C:4]([CH2:19][CH2:20][O:21][CH3:22])=[N:5][C:6]([C:9]3[CH:10]=[N:11][C:12]([C:15]([F:18])([F:17])[F:16])=[CH:13][CH:14]=3)=[N:7][CH:8]=2)=[CH:33][C:32]=1[CH3:38])([CH3:28])[CH3:29])[CH3:24], predict the reactants needed to synthesize it. The reactants are: Cl[CH2:2][C:3]1[C:4]([CH2:19][CH2:20][O:21][CH3:22])=[N:5][C:6]([C:9]2[CH:10]=[N:11][C:12]([C:15]([F:18])([F:17])[F:16])=[CH:13][CH:14]=2)=[N:7][CH:8]=1.[CH2:23]([O:25][C:26](=[O:39])[C:27]([O:30][C:31]1[CH:36]=[CH:35][C:34]([OH:37])=[CH:33][C:32]=1[CH3:38])([CH3:29])[CH3:28])[CH3:24].C(=O)([O-])[O-].[Cs+].[Cs+]. (4) Given the product [OH:30][CH2:29][CH2:28][O:27][C:25]1[CH:24]=[CH:23][C:21]2[N:20]([CH:26]=1)[C:19]1[N:10]([C:7]3[CH:8]=[CH:9][C:4]([N+:1]([O-:3])=[O:2])=[CH:5][CH:6]=3)[C:11](=[O:34])[C:12]3[C:17]([C:18]=1[N:22]=2)=[CH:16][CH:15]=[CH:14][CH:13]=3, predict the reactants needed to synthesize it. The reactants are: [N+:1]([C:4]1[CH:9]=[CH:8][C:7]([N:10]2[C:19]3[N:20]4[CH:26]=[C:25]([O:27][CH2:28][CH2:29][O:30]C(=O)C)[CH:24]=[CH:23][C:21]4=[N:22][C:18]=3[C:17]3[C:12](=[CH:13][CH:14]=[CH:15][CH:16]=3)[C:11]2=[O:34])=[CH:6][CH:5]=1)([O-:3])=[O:2]. (5) Given the product [CH3:1][N:2]1[C:6]2[CH:7]=[CH:8][CH:9]=[CH:10][C:5]=2[N:4]=[C:3]1[NH:11][C:12]1[CH:17]=[CH:16][C:15]([O:18][C:26]2[N:33]=[CH:32][CH:31]=[CH:30][C:27]=2[C:28]#[N:29])=[CH:14][CH:13]=1, predict the reactants needed to synthesize it. The reactants are: [CH3:1][N:2]1[C:6]2[CH:7]=[CH:8][CH:9]=[CH:10][C:5]=2[N:4]=[C:3]1[NH:11][C:12]1[CH:17]=[CH:16][C:15]([OH:18])=[CH:14][CH:13]=1.C(=O)([O-])[O-].[Cs+].[Cs+].F[C:26]1[N:33]=[CH:32][CH:31]=[CH:30][C:27]=1[C:28]#[N:29]. (6) Given the product [Cl:1][C:2]1[CH:3]=[CH:4][CH:5]=[C:6]2[C:11]=1[C:10]([CH2:12][CH2:13][N:14]1[CH2:15][CH2:16][O:17][CH2:18][CH2:19]1)=[N:9][C:8]([C@@H:20]([NH:22][C:23]1[N:31]=[CH:30][N:29]=[C:28]3[C:24]=1[N:25]=[CH:26][NH:27]3)[CH3:21])=[C:7]2[F:38], predict the reactants needed to synthesize it. The reactants are: [Cl:1][C:2]1[CH:3]=[CH:4][CH:5]=[C:6]2[C:11]=1[C:10]([CH2:12][CH2:13][N:14]1[CH2:19][CH2:18][O:17][CH2:16][CH2:15]1)=[N:9][C:8]([C@@H:20]([NH:22][C:23]1[N:31]=[CH:30][N:29]=[C:28]3[C:24]=1[N:25]=[CH:26][N:27]3C1CCCCO1)[CH3:21])=[C:7]2[F:38]. (7) Given the product [CH3:1][O:2][C:3](=[O:13])[C:4]([C:5]1[CH:10]=[CH:9][C:8]([Cl:11])=[CH:7][C:6]=1[Cl:12])=[CH2:14], predict the reactants needed to synthesize it. The reactants are: [CH3:1][O:2][C:3](=[O:13])[CH2:4][C:5]1[CH:10]=[CH:9][C:8]([Cl:11])=[CH:7][C:6]=1[Cl:12].[CH2:14]=O.C[O-].[Na+].Cl. (8) The reactants are: O.[C:2]1(C)C=CC(S(O)(=O)=O)=C[CH:3]=1.C[O:14][CH:15](OC)[C:16]1[C:40]([O:41][CH2:42]OC)=[C:39]([C:45]([F:48])([F:47])[F:46])[CH:38]=[CH:37][C:17]=1[CH2:18][O:19][C:20]1[CH:25]=[CH:24][C:23]([C:26]2[CH:31]=[CH:30][C:29]([CH2:32][C:33]([O:35][CH3:36])=[O:34])=[CH:28][CH:27]=2)=[CH:22][CH:21]=1.C(=O)([O-])[O-].[K+].[K+].C(Br)C=C. Given the product [CH2:42]([O:41][C:40]1[C:16]([CH:15]=[O:14])=[C:17]([CH:37]=[CH:38][C:39]=1[C:45]([F:46])([F:47])[F:48])[CH2:18][O:19][C:20]1[CH:21]=[CH:22][C:23]([C:26]2[CH:27]=[CH:28][C:29]([CH2:32][C:33]([O:35][CH3:36])=[O:34])=[CH:30][CH:31]=2)=[CH:24][CH:25]=1)[CH:2]=[CH2:3], predict the reactants needed to synthesize it. (9) Given the product [NH2:20][C:17]1[S:18][CH:19]=[C:15](/[C:14](=[N:21]/[O:22][C:23]([CH3:28])([CH3:27])[C:24]([OH:26])=[O:25])/[C:13]([NH:12][C@@H:11]2[C:10](=[O:30])[N:9]([S:31]([OH:34])(=[O:32])=[O:33])[C@@H:8]2[CH2:7][N:4]2[CH2:5][CH2:6][C@@H:2]([NH:1][C:42]([NH2:43])=[NH:37])[C:3]2=[O:35])=[O:29])[N:16]=1, predict the reactants needed to synthesize it. The reactants are: [NH2:1][C@@H:2]1[CH2:6][CH2:5][N:4]([CH2:7][C@@H:8]2[C@H:11]([NH:12][C:13](=[O:29])/[C:14](=[N:21]\[O:22][C:23]([CH3:28])([CH3:27])[C:24]([OH:26])=[O:25])/[C:15]3[N:16]=[C:17]([NH2:20])[S:18][CH:19]=3)[C:10](=[O:30])[N:9]2[S:31]([OH:34])(=[O:33])=[O:32])[C:3]1=[O:35].Cl.[N:37]1([C:42](=N)[NH2:43])C=CC=N1.